Binary Classification. Given a drug SMILES string, predict its activity (active/inactive) in a high-throughput screening assay against a specified biological target. From a dataset of HIV replication inhibition screening data with 41,000+ compounds from the AIDS Antiviral Screen. (1) The drug is NC(=O)c1cccn1Cc1ccccc1SSc1ccccc1Cn1cccc1C(N)=O. The result is 1 (active). (2) The compound is O=C(O)C1=C(Cl)c2ccccc2S1(=O)=O. The result is 0 (inactive). (3) The drug is Cc1cccc(N2C(=O)C(=Cc3ccc(N(CCC#N)CCC#N)cc3C)N=C2c2cc([N+](=O)[O-])ccc2Cl)c1. The result is 0 (inactive). (4) The drug is O=Nc1ccc(N=O)cc1. The result is 0 (inactive). (5) The compound is CCOc1ccc(NC(=O)C(=O)CC(=O)c2c(C)[n+]([O-])c3ccccc3[n+]2[O-])cc1. The result is 0 (inactive). (6) The compound is COc1ccc(N(C(=O)Nc2ccc(Cl)c(Cl)c2)c2ccccc2)cc1. The result is 0 (inactive). (7) The drug is NS(=O)(=O)c1ccc(Nc2c3ccc(Cl)cc3nc3ncccc23)cc1. The result is 0 (inactive). (8) The compound is Cl.Cn1cc(N)cc1C(=O)Nc1cc(C(=O)Nc2ccc3cc(S(=O)(=O)O)cc(S(=O)(=O)O)c3c2)n(C)n1.[KH]. The result is 1 (active). (9) The drug is Cc1nn2c(=O)[nH]cnc2c1Cl. The result is 0 (inactive). (10) The molecule is CCc1c(C)c(C#N)c(=S)n(C2OC(COC(C)=O)C(OC(C)=O)C(OC(C)=O)C2OC(C)=O)c1C. The result is 0 (inactive).